From a dataset of Catalyst prediction with 721,799 reactions and 888 catalyst types from USPTO. Predict which catalyst facilitates the given reaction. (1) Reactant: [Br:1][C:2]1[CH:3]=[C:4]([N:13]([C@H:16]2[CH2:21][CH2:20][C@H:19]([NH:22][C:23]([O:25][C:26]([CH3:29])([CH3:28])[CH3:27])=[O:24])[CH2:18][CH2:17]2)[CH2:14][CH3:15])[C:5]([CH3:12])=[C:6]([CH:11]=1)[C:7]([O:9][CH3:10])=[O:8].[H-].[Na+].[CH3:32]I. Product: [Br:1][C:2]1[CH:3]=[C:4]([N:13]([C@H:16]2[CH2:17][CH2:18][C@H:19]([N:22]([C:23]([O:25][C:26]([CH3:28])([CH3:27])[CH3:29])=[O:24])[CH3:32])[CH2:20][CH2:21]2)[CH2:14][CH3:15])[C:5]([CH3:12])=[C:6]([CH:11]=1)[C:7]([O:9][CH3:10])=[O:8]. The catalyst class is: 1. (2) Reactant: OC[CH:3]([NH:14][C:15](=[O:21])[O:16][C:17](C)(C)C)[CH:4]1[CH2:13][CH2:12][C:7]2([O:11][CH2:10][CH2:9][O:8]2)[CH2:6][CH2:5]1.O1CCCC1.CC(C)([O-])C.[K+]. Product: [O:8]1[C:7]2([CH2:6][CH2:5][CH:4]([CH:3]3[CH2:17][O:16][C:15](=[O:21])[NH:14]3)[CH2:13][CH2:12]2)[O:11][CH2:10][CH2:9]1. The catalyst class is: 13.